Task: Predict which catalyst facilitates the given reaction.. Dataset: Catalyst prediction with 721,799 reactions and 888 catalyst types from USPTO (1) Reactant: Cl[C:2]1[N:3]=[C:4]([N:13]2[CH2:18][CH2:17][O:16][CH2:15][CH2:14]2)[C:5]2[S:10][C:9]([CH:11]=O)=[CH:8][C:6]=2[N:7]=1.[OH:19][CH2:20][CH2:21][N:22]1[CH2:27][CH2:26][NH:25][CH2:24][CH2:23]1.CC(O)=O.[BH-](OC(C)=O)(OC(C)=O)OC(C)=O.[Na+].CC1(C)C(C)(C)OB([C:54]2[CH:55]=[CH:56][C:57]([NH2:60])=[N:58][CH:59]=2)O1. Product: [NH2:60][C:57]1[N:58]=[CH:59][C:54]([C:2]2[N:3]=[C:4]([N:13]3[CH2:18][CH2:17][O:16][CH2:15][CH2:14]3)[C:5]3[S:10][C:9]([CH2:11][N:25]4[CH2:26][CH2:27][N:22]([CH2:21][CH2:20][OH:19])[CH2:23][CH2:24]4)=[CH:8][C:6]=3[N:7]=2)=[CH:55][CH:56]=1. The catalyst class is: 26. (2) Reactant: C[O-].[Na+].C([C@@H]1CC[C@@H](C)C[C@H]1OC([N:17]1[CH:22]=[CH:21][C:20](=[O:23])[CH2:19][C@@H:18]1[C:24]1[CH:29]=[CH:28][C:27]([F:30])=[CH:26][C:25]=1[CH3:31])=O)(C)C. Product: [F:30][C:27]1[CH:28]=[CH:29][C:24]([C@H:18]2[CH2:19][C:20](=[O:23])[CH:21]=[CH:22][NH:17]2)=[C:25]([CH3:31])[CH:26]=1. The catalyst class is: 5. (3) Reactant: [C:1]([O:5][C:6]([NH:8][C@H:9]([C:21]1[CH:26]=[CH:25][CH:24]=[CH:23][CH:22]=1)[C@H:10]([OH:20])[CH2:11][O:12][Si:13]([C:16]([CH3:19])([CH3:18])[CH3:17])([CH3:15])[CH3:14])=[O:7])([CH3:4])([CH3:3])[CH3:2].[CH3:27][S:28](Cl)(=[O:30])=[O:29].O. Product: [C:1]([O:5][C:6]([NH:8][C@H:9]([C:21]1[CH:22]=[CH:23][CH:24]=[CH:25][CH:26]=1)[C@H:10]([O:20][S:28]([CH3:27])(=[O:30])=[O:29])[CH2:11][O:12][Si:13]([C:16]([CH3:19])([CH3:17])[CH3:18])([CH3:14])[CH3:15])=[O:7])([CH3:2])([CH3:3])[CH3:4]. The catalyst class is: 2. (4) Reactant: [OH:1][C:2]1[CH:7]=[CH:6][C:5]([CH2:8][CH2:9][C:10]2[CH:15]=[CH:14][N:13]=[C:12]3[NH:16][N:17]=[C:18]([OH:19])[C:11]=23)=[CH:4][CH:3]=1.C(=O)([O-])[O-].[K+].[K+].[C:26]([O:32][C@@H:33]1[C@@H:38]([O:39][C:40](=[O:45])[C:41]([CH3:44])([CH3:43])[CH3:42])[C@H:37]([O:46][C:47](=[O:52])[C:48]([CH3:51])([CH3:50])[CH3:49])[C@@H:36]([CH2:53][O:54][C:55](=[O:60])[C:56]([CH3:59])([CH3:58])[CH3:57])[O:35][C@@H:34]1Br)(=[O:31])[C:27]([CH3:30])([CH3:29])[CH3:28].O. Product: [OH:1][C:2]1[CH:7]=[CH:6][C:5]([CH2:8][CH2:9][C:10]2[CH:15]=[CH:14][N:13]=[C:12]3[NH:16][N:17]=[C:18]([O:19][C@@H:34]4[O:35][C@H:36]([CH2:53][O:54][C:55](=[O:60])[C:56]([CH3:59])([CH3:58])[CH3:57])[C@@H:37]([O:46][C:47](=[O:52])[C:48]([CH3:49])([CH3:50])[CH3:51])[C@H:38]([O:39][C:40](=[O:45])[C:41]([CH3:42])([CH3:43])[CH3:44])[C@H:33]4[O:32][C:26](=[O:31])[C:27]([CH3:30])([CH3:28])[CH3:29])[C:11]=23)=[CH:4][CH:3]=1. The catalyst class is: 9. (5) Reactant: [H-].[Na+].[CH2:3]([O:5][C:6]([C:8]1[C:16]2[C:11](=[CH:12][CH:13]=[C:14]([Br:17])[CH:15]=2)[NH:10][CH:9]=1)=[O:7])[CH3:4].[CH3:18]I.O. Product: [CH2:3]([O:5][C:6]([C:8]1[C:16]2[C:11](=[CH:12][CH:13]=[C:14]([Br:17])[CH:15]=2)[N:10]([CH3:18])[CH:9]=1)=[O:7])[CH3:4]. The catalyst class is: 9.